This data is from Catalyst prediction with 721,799 reactions and 888 catalyst types from USPTO. The task is: Predict which catalyst facilitates the given reaction. (1) Reactant: C[O:2][C:3]([C:5]1[C:14]2[C:9](=[C:10]([O:15][CH3:16])[CH:11]=[CH:12][CH:13]=2)[CH:8]=[CH:7][CH:6]=1)=[O:4].[OH-].[Na+]. Product: [CH3:16][O:15][C:10]1[CH:11]=[CH:12][CH:13]=[C:14]2[C:9]=1[CH:8]=[CH:7][CH:6]=[C:5]2[C:3]([OH:4])=[O:2]. The catalyst class is: 5. (2) Reactant: C(OC([N:8]1[CH2:13][CH2:12][CH:11]([C:14]2([C:23]3[CH:28]=[CH:27][C:26](Br)=[CH:25][CH:24]=3)[O:18][C:17]3[CH:19]=[CH:20][CH:21]=[CH:22][C:16]=3[O:15]2)[CH2:10][CH2:9]1)=O)(C)(C)C.[Li]CCCC.[CH:35](=[O:37])[CH3:36].C(O)(C(F)(F)F)=O. Product: [NH:8]1[CH2:13][CH2:12][CH:11]([C:14]2([C:23]3[CH:28]=[CH:27][C:26]([CH:35]([OH:37])[CH3:36])=[CH:25][CH:24]=3)[O:15][C:16]3[CH:22]=[CH:21][CH:20]=[CH:19][C:17]=3[O:18]2)[CH2:10][CH2:9]1. The catalyst class is: 876. (3) Reactant: [Cl:1][C:2]1[CH:7]=[CH:6][C:5]([CH:8]2[CH:12]([C:13]3[CH:18]=[CH:17][C:16]([Cl:19])=[CH:15][CH:14]=3)[NH:11][C:10]([C:20]3[C:21]([O:32][CH2:33][CH3:34])=[CH:22][C:23]([Cl:31])=[C:24]([S:26]([NH:29][CH3:30])(=[O:28])=[O:27])[CH:25]=3)=[N:9]2)=[CH:4][CH:3]=1.[C:35](Cl)([Cl:37])=[O:36].C(N(C(C)C)CC)(C)C. Product: [Cl:31][C:23]1[C:24]([S:26](=[O:28])(=[O:27])[NH:29][CH3:30])=[CH:25][C:20]([C:10]2[N:9]([C:35]([Cl:37])=[O:36])[CH:8]([C:5]3[CH:6]=[CH:7][C:2]([Cl:1])=[CH:3][CH:4]=3)[CH:12]([C:13]3[CH:14]=[CH:15][C:16]([Cl:19])=[CH:17][CH:18]=3)[N:11]=2)=[C:21]([O:32][CH2:33][CH3:34])[CH:22]=1. The catalyst class is: 2. (4) Reactant: [I:1]Cl.[Cl:3][C:4]1[CH:9]=[CH:8][CH:7]=[CH:6][C:5]=1[C:10]1[CH:21]=[C:20]2[C:16]([CH:17]=[CH:18][N:19]2[CH3:22])=[C:15]2[C:11]=1[C:12](=[O:24])[NH:13][C:14]2=[O:23].[O-]S([O-])=O.[Na+].[Na+]. Product: [Cl:3][C:4]1[CH:9]=[CH:8][CH:7]=[CH:6][C:5]=1[C:10]1[CH:21]=[C:20]2[C:16]([C:17]([I:1])=[CH:18][N:19]2[CH3:22])=[C:15]2[C:11]=1[C:12](=[O:24])[NH:13][C:14]2=[O:23]. The catalyst class is: 146. (5) Reactant: [C:1]([O:5][C:6]([N:8]1[CH2:13][CH2:12][CH:11]([NH:14][CH:15]2[C:24]3[N:23]=[CH:22][CH:21]=[CH:20][C:19]=3[CH2:18][CH2:17][CH2:16]2)[CH2:10][CH2:9]1)=[O:7])([CH3:4])([CH3:3])[CH3:2].[CH3:25][C:26]1[C:27]([CH:33]=O)=[N:28][CH:29]=[C:30]([CH3:32])[CH:31]=1.[BH-](OC(C)=O)(OC(C)=O)OC(C)=O.[Na+]. Product: [C:1]([O:5][C:6]([N:8]1[CH2:9][CH2:10][CH:11]([N:14]([CH2:33][C:27]2[C:26]([CH3:25])=[CH:31][C:30]([CH3:32])=[CH:29][N:28]=2)[CH:15]2[C:24]3[N:23]=[CH:22][CH:21]=[CH:20][C:19]=3[CH2:18][CH2:17][CH2:16]2)[CH2:12][CH2:13]1)=[O:7])([CH3:4])([CH3:2])[CH3:3]. The catalyst class is: 2. (6) Reactant: C1(S(CC2C=CN3C=2C(NC2C=CC(OCC4C=CC=C(F)C=4)=C(Cl)C=2)=NC=N3)=O)C=CC=CC=1.N1CCCNCC1.[NH2:43][CH:44]1[CH2:49][CH2:48][N:47]([CH2:50][C:51]2[CH:52]=[CH:53][N:54]3[C:59]=2[C:58]([NH:60][C:61]2[CH:66]=[CH:65][C:64]([O:67][CH2:68][C:69]4[CH:74]=[CH:73][CH:72]=[C:71]([F:75])[CH:70]=4)=[C:63]([Cl:76])[CH:62]=2)=[N:57][CH:56]=[N:55]3)[CH2:46][CH2:45]1.C(O)(C(F)(F)F)=O. Product: [Cl:76][C:63]1[CH:62]=[C:61]([NH:60][C:58]2[C:59]3=[C:51]([CH2:50][N:47]4[CH2:46][CH2:45][CH2:44][NH:43][CH2:49][CH2:48]4)[CH:52]=[CH:53][N:54]3[N:55]=[CH:56][N:57]=2)[CH:66]=[CH:65][C:64]=1[O:67][CH2:68][C:69]1[CH:74]=[CH:73][CH:72]=[C:71]([F:75])[CH:70]=1. The catalyst class is: 5.